This data is from Reaction yield outcomes from USPTO patents with 853,638 reactions. The task is: Predict the reaction yield, written as a fraction of the theoretical maximum amount of product (1.0 means a 100% yield; for example, 0.34 means a 34% yield). (1) The reactants are [CH2:1]([NH:4][C:5](=[O:10])[NH:6][CH2:7][CH:8]=[CH2:9])[CH:2]=[CH2:3].[C:11](Cl)(=[O:15])[C:12](Cl)=[O:13]. The catalyst is ClCCl. The product is [CH2:1]([N:4]1[C:12](=[O:13])[C:11](=[O:15])[N:6]([CH2:7][CH:8]=[CH2:9])[C:5]1=[O:10])[CH:2]=[CH2:3]. The yield is 0.800. (2) The reactants are [CH:1]1([CH2:4][O:5][C:6]2[CH:7]=[C:8]([CH:13]=[CH:14][C:15]=2[N:16]([CH2:21][CH2:22]O)[S:17]([CH3:20])(=[O:19])=[O:18])[C:9]([O:11][CH3:12])=[O:10])[CH2:3][CH2:2]1.C(Br)(Br)(Br)[Br:25].C1(P(C2C=CC=CC=2)C2C=CC=CC=2)C=CC=CC=1. The catalyst is C(Cl)Cl. The product is [Br:25][CH2:22][CH2:21][N:16]([C:15]1[CH:14]=[CH:13][C:8]([C:9]([O:11][CH3:12])=[O:10])=[CH:7][C:6]=1[O:5][CH2:4][CH:1]1[CH2:3][CH2:2]1)[S:17]([CH3:20])(=[O:19])=[O:18]. The yield is 0.770. (3) The reactants are Br[C:2]1[C:6]([C:7]2[S:8][CH:9]=[CH:10][CH:11]=2)=[N:5][NH:4][C:3]=1[NH2:12].[C:13]([N:21]=[C:22]=[S:23])(=[O:20])[C:14]1[CH:19]=[CH:18][CH:17]=[CH:16][CH:15]=1. The catalyst is O1CCOCC1. The product is [S:8]1[CH:9]=[CH:10][CH:11]=[C:7]1[C:6]1[C:2]2[S:23][C:22]([NH:21][C:13](=[O:20])[C:14]3[CH:15]=[CH:16][CH:17]=[CH:18][CH:19]=3)=[N:12][C:3]=2[NH:4][N:5]=1. The yield is 0.800. (4) The reactants are [NH2:1][CH2:2][C:3]1[CH:4]=[C:5]2[C:9](=[C:10]([CH3:12])[CH:11]=1)[C:8](=[O:13])[N:7]([CH2:14][C:15]1[CH:20]=[CH:19][C:18]([O:21][C:22]([F:25])([F:24])[F:23])=[CH:17][CH:16]=1)[CH2:6]2.Cl[CH2:27][CH2:28][N:29]([CH2:31][CH2:32]Cl)[CH3:30].C([O-])([O-])=O.[K+].[K+]. The catalyst is CN(C=O)C. The product is [CH3:12][C:10]1[CH:11]=[C:3]([CH2:2][N:1]2[CH2:32][CH2:31][N:29]([CH3:30])[CH2:28][CH2:27]2)[CH:4]=[C:5]2[C:9]=1[C:8](=[O:13])[N:7]([CH2:14][C:15]1[CH:20]=[CH:19][C:18]([O:21][C:22]([F:25])([F:23])[F:24])=[CH:17][CH:16]=1)[CH2:6]2. The yield is 0.310. (5) No catalyst specified. The product is [CH3:33][N:32]([CH3:25])[CH2:36][CH2:35][CH2:37][NH:18][C:16]([C:15]1[CH:14]=[C:13]2[C:9]([CH:10]=[N:11][N:12]2[CH2:19][CH:20]([CH3:22])[CH3:21])=[CH:8][C:7]=1[O:6][C:5]1[CH:23]=[CH:24][C:2]([F:1])=[CH:3][CH:4]=1)=[O:17]. The yield is 0.440. The reactants are [F:1][C:2]1[CH:24]=[CH:23][C:5]([O:6][C:7]2[CH:8]=[C:9]3[C:13](=[CH:14][C:15]=2[C:16]([NH2:18])=[O:17])[N:12]([CH2:19][CH:20]([CH3:22])[CH3:21])[N:11]=[CH:10]3)=[CH:4][CH:3]=1.[C:25]([N:32]1[CH:36]=[CH:35]N=[CH:33]1)(N1C=CN=C1)=O.[CH2:37]1COCC1. (6) The reactants are [F:1][C:2]1[CH:3]=[C:4]([C:8]2[CH:9]=[C:10]([CH:23]=[C:24]([O:26][CH3:27])[CH:25]=2)[C:11]([NH:13][C:14]2[C:19]([CH3:20])=[CH:18][CH:17]=[C:16]([OH:21])[C:15]=2[CH3:22])=O)[CH:5]=[CH:6][CH:7]=1. The catalyst is C1COCC1. The product is [F:1][C:2]1[CH:3]=[C:4]([C:8]2[CH:9]=[C:10]([CH2:11][NH:13][C:14]3[C:15]([CH3:22])=[C:16]([OH:21])[CH:17]=[CH:18][C:19]=3[CH3:20])[CH:23]=[C:24]([O:26][CH3:27])[CH:25]=2)[CH:5]=[CH:6][CH:7]=1. The yield is 0.600. (7) The reactants are [CH:1]1([O:6][C:7]2[C:12]3[O:13][C:14]4[CH:19]=[CH:18][CH:17]=[CH:16][C:15]=4[C:11]=3[CH:10]=[CH:9][CH:8]=2)[CH2:5][CH2:4][CH2:3][CH2:2]1.Cl[CH:21]([O:23]C)Cl.[Sn+5].[Cl-].[K+].[Br-]. No catalyst specified. The product is [CH:1]1([O:6][C:7]2[C:12]3[O:13][C:14]4[CH:19]=[CH:18][CH:17]=[CH:16][C:15]=4[C:11]=3[C:10]([CH:21]=[O:23])=[CH:9][CH:8]=2)[CH2:2][CH2:3][CH2:4][CH2:5]1. The yield is 0.315.